This data is from Reaction yield outcomes from USPTO patents with 853,638 reactions. The task is: Predict the reaction yield, written as a fraction of the theoretical maximum amount of product (1.0 means a 100% yield; for example, 0.34 means a 34% yield). (1) The reactants are [Cl:1][C:2]1[N:10]=[C:9]2[C:5]([N:6]=[C:7](I)[N:8]2[CH2:11][CH3:12])=[C:4]([N:14]2[CH2:19][CH2:18][O:17][CH2:16][C@@H:15]2[CH3:20])[N:3]=1.CC1(C)C(C)(C)OB([C:29]2[CH:30]=[N:31][CH:32]=[N:33][CH:34]=2)O1.P([O-])([O-])([O-])=O.[K+].[K+].[K+].ClCCl. The catalyst is C1(P(C2C=CC=CC=2)[C-]2C=CC=C2)C=CC=CC=1.[C-]1(P(C2C=CC=CC=2)C2C=CC=CC=2)C=CC=C1.[Fe+2].Cl[Pd]Cl. The product is [Cl:1][C:2]1[N:10]=[C:9]2[C:5]([N:6]=[C:7]([C:29]3[CH:30]=[N:31][CH:32]=[N:33][CH:34]=3)[N:8]2[CH2:11][CH3:12])=[C:4]([N:14]2[CH2:19][CH2:18][O:17][CH2:16][C@@H:15]2[CH3:20])[N:3]=1. The yield is 0.778. (2) The reactants are Cl[C:2]1[C:7]2[CH:8]=[CH:9][O:10][C:6]=2[CH:5]=[CH:4][N:3]=1. The catalyst is C(O)(=O)C.[Zn]. The product is [O:10]1[C:6]2[CH:5]=[CH:4][N:3]=[CH:2][C:7]=2[CH:8]=[CH:9]1. The yield is 0.730. (3) The reactants are [CH3:1][O:2][C:3]1[CH:32]=[C:31]([O:33][CH3:34])[CH:30]=[CH:29][C:4]=1[CH2:5][N:6]1[C:9](=[O:10])[C@@H:8]([NH:11][C:12](=[O:21])[O:13][CH2:14][C:15]2[CH:20]=[CH:19][CH:18]=[CH:17][CH:16]=2)[C@H:7]1[C@@H:22]1[CH2:26][O:25]C(C)(C)[O:23]1.CC1C=CC(S(O)(=O)=O)=CC=1.O.C([O-])(O)=O.[Na+]. The catalyst is C1COCC1.O. The product is [OH:23][C@H:22]([C@@H:7]1[C@H:8]([NH:11][C:12](=[O:21])[O:13][CH2:14][C:15]2[CH:16]=[CH:17][CH:18]=[CH:19][CH:20]=2)[C:9](=[O:10])[N:6]1[CH2:5][C:4]1[CH:29]=[CH:30][C:31]([O:33][CH3:34])=[CH:32][C:3]=1[O:2][CH3:1])[CH2:26][OH:25]. The yield is 0.980. (4) The reactants are [Br-].[C:2]([CH2:5][CH2:6][P+](C1C=CC=CC=1)(C1C=CC=CC=1)C1C=CC=CC=1)([OH:4])=[O:3].[CH3:26][C:27]1[CH:34]=[C:33]([CH3:35])[CH:32]=[CH:31][C:28]=1[CH:29]=O.CC(C)([O-])C.[K+].O. The catalyst is O1CCCC1. The product is [CH3:26][C:27]1[CH:34]=[C:33]([CH3:35])[CH:32]=[CH:31][C:28]=1[CH:29]=[CH:6][CH2:5][C:2]([OH:4])=[O:3]. The yield is 0.540.